Dataset: Catalyst prediction with 721,799 reactions and 888 catalyst types from USPTO. Task: Predict which catalyst facilitates the given reaction. (1) Reactant: Cl.[F:2][C:3]1[CH:4]=[C:5]([C@@H:14]([C:16]2[C:21]([F:22])=[CH:20][CH:19]=[CH:18][N:17]=2)[NH2:15])[CH:6]=[CH:7][C:8]=1[O:9][C:10]([F:13])([F:12])[F:11].[C:23]([O:27][C:28](=[O:40])[CH2:29][N:30]1[C:35](=[O:36])[CH:34]=[CH:33][C:32]([C:37](O)=[O:38])=[CH:31]1)([CH3:26])([CH3:25])[CH3:24].CN(C(ON1N=NC2C=CC=NC1=2)=[N+](C)C)C.F[P-](F)(F)(F)(F)F. Product: [F:2][C:3]1[CH:4]=[C:5]([C@H:14]([NH:15][C:37]([C:32]2[CH:33]=[CH:34][C:35](=[O:36])[N:30]([CH2:29][C:28]([O:27][C:23]([CH3:25])([CH3:24])[CH3:26])=[O:40])[CH:31]=2)=[O:38])[C:16]2[C:21]([F:22])=[CH:20][CH:19]=[CH:18][N:17]=2)[CH:6]=[CH:7][C:8]=1[O:9][C:10]([F:13])([F:12])[F:11]. The catalyst class is: 31. (2) Reactant: [N+:1]([C:4]1[CH:9]=[CH:8][C:7]([OH:10])=[CH:6][CH:5]=1)([O-:3])=[O:2].C(=O)([O-])[O-].[K+].[K+].[F:17][CH:18]([F:24])[C:19]([F:23])([F:22])[CH2:20]I. Product: [N+:1]([C:4]1[CH:9]=[CH:8][C:7]([O:10][CH2:20][C:19]([F:23])([F:22])[CH:18]([F:24])[F:17])=[CH:6][CH:5]=1)([O-:3])=[O:2]. The catalyst class is: 3. (3) Reactant: [S:1]1[CH:5]=[CH:4]C=[C:2]1CC(O)=O.[H-].[Na+].[F:12][C:13]1[CH:18]=[CH:17][C:16]([N:19]2[CH2:24][CH2:23][N:22]([S:25]([CH2:28][CH:29]([CH2:36][C:37]3[CH:42]=[CH:41][CH:40]=[CH:39][CH:38]=3)COS(C)(=O)=O)(=[O:27])=[O:26])[CH2:21][CH2:20]2)=[CH:15][CH:14]=1.CN(C=[O:47])C. The catalyst class is: 2. Product: [F:12][C:13]1[CH:18]=[CH:17][C:16]([N:19]2[CH2:24][CH2:23][N:22]([S:25]([CH2:28][CH:29]([CH2:36][C:37]3[CH:38]=[CH:39][CH:40]=[CH:41][CH:42]=3)[CH2:2][S:1][C:5](=[O:47])[CH3:4])(=[O:26])=[O:27])[CH2:21][CH2:20]2)=[CH:15][CH:14]=1. (4) Reactant: [C:1]([C@H:5]1[CH2:10][CH2:9][C@H:8]([O:11][C:12]2[CH:13]=[C:14]3[C:19](=[CH:20][CH:21]=2)[CH:18]=[C:17]([CH2:22][NH:23][CH2:24][CH2:25][C:26]([O:28][CH2:29][CH3:30])=[O:27])[CH:16]=[CH:15]3)[CH2:7][CH2:6]1)([CH3:4])([CH3:3])[CH3:2].CCN(CC)CC.[CH3:38][C:39]([O:42][C:43](O[C:43]([O:42][C:39]([CH3:41])([CH3:40])[CH3:38])=[O:44])=[O:44])([CH3:41])[CH3:40]. Product: [C:39]([O:42][C:43]([N:23]([CH2:22][C:17]1[CH:16]=[CH:15][C:14]2[C:19](=[CH:20][CH:21]=[C:12]([O:11][C@H:8]3[CH2:9][CH2:10][C@H:5]([C:1]([CH3:4])([CH3:2])[CH3:3])[CH2:6][CH2:7]3)[CH:13]=2)[CH:18]=1)[CH2:24][CH2:25][C:26]([O:28][CH2:29][CH3:30])=[O:27])=[O:44])([CH3:41])([CH3:40])[CH3:38]. The catalyst class is: 64.